From a dataset of Full USPTO retrosynthesis dataset with 1.9M reactions from patents (1976-2016). Predict the reactants needed to synthesize the given product. (1) Given the product [OH:8][C:9]1[C:10]2[N:11]([C:15]([C:19]([O:21][CH2:22][CH3:23])=[O:20])=[C:16]([CH3:18])[N:17]=2)[CH:12]=[CH:13][CH:14]=1, predict the reactants needed to synthesize it. The reactants are: C([O:8][C:9]1[C:10]2[N:11]([C:15]([C:19]([O:21][CH2:22][CH3:23])=[O:20])=[C:16]([CH3:18])[N:17]=2)[CH:12]=[CH:13][CH:14]=1)C1C=CC=CC=1.[H][H]. (2) Given the product [CH2:16]([C:15]1[O:19][C:12]([CH2:11][N:9]2[C:10]3[C:2](=[O:1])[CH2:3][CH2:4][CH2:5][C:6]=3[C:7]([C:20]([O:22][CH2:23][CH3:24])=[O:21])=[N:8]2)=[N:13][CH:14]=1)[CH3:17], predict the reactants needed to synthesize it. The reactants are: [O:1]=[C:2]1[C:10]2[N:9]([CH2:11][C:12](=[O:19])[NH:13][CH2:14][C:15](=O)[CH2:16][CH3:17])[N:8]=[C:7]([C:20]([O:22][CH2:23][CH3:24])=[O:21])[C:6]=2[CH2:5][CH2:4][CH2:3]1.P(Cl)(Cl)(Cl)=O.[OH-].[Na+]. (3) Given the product [CH3:15][O:14][C:12]([C:7]1[C:6]2[CH:5]=[CH:4][N:3]([CH2:17][CH2:18][O:19][C:20]3[CH:25]=[CH:24][CH:23]=[CH:22][CH:21]=3)[C:11]=2[CH:10]=[CH:9][CH:8]=1)=[O:13], predict the reactants needed to synthesize it. The reactants are: [H-].[Na+].[NH:3]1[C:11]2[CH:10]=[CH:9][CH:8]=[C:7]([C:12]([O:14][CH3:15])=[O:13])[C:6]=2[CH:5]=[CH:4]1.Br[CH2:17][CH2:18][O:19][C:20]1[CH:25]=[CH:24][CH:23]=[CH:22][CH:21]=1.